This data is from Reaction yield outcomes from USPTO patents with 853,638 reactions. The task is: Predict the reaction yield, written as a fraction of the theoretical maximum amount of product (1.0 means a 100% yield; for example, 0.34 means a 34% yield). (1) The reactants are [Cl:1][C:2]1[C:10]2[N:9]=[C:8]3[N:11]([C:15]4[CH:20]=[CH:19][C:18]([O:21][CH3:22])=[CH:17][C:16]=4[Cl:23])[CH2:12][CH2:13][CH2:14][N:7]3[C:6]=2[C:5]([CH:24]([OH:29])[C:25]([F:28])([F:27])[F:26])=[CH:4][CH:3]=1.[H-].[Na+].I[CH3:33].O. The catalyst is CN(C)C=O. The product is [Cl:1][C:2]1[C:10]2[N:9]=[C:8]3[N:11]([C:15]4[CH:20]=[CH:19][C:18]([O:21][CH3:22])=[CH:17][C:16]=4[Cl:23])[CH2:12][CH2:13][CH2:14][N:7]3[C:6]=2[C:5]([CH:24]([O:29][CH3:33])[C:25]([F:27])([F:28])[F:26])=[CH:4][CH:3]=1. The yield is 0.770. (2) The reactants are N.[Li].[CH:3]#C.C([SiH2]O[C:11]([CH3:31])(C)[CH:12]1[CH2:17][CH2:16][CH:15]([CH2:18][O:19]S(C2C=CC(C)=CC=2)(=O)=O)[CH2:14][CH2:13]1)(C)(C)C. The catalyst is CS(C)=O.C1COCC1. The product is [CH2:11]([CH:12]1[CH2:13][CH2:14][CH:15]([CH2:18][OH:19])[CH2:16][CH2:17]1)[C:31]#[CH:3]. The yield is 0.930. (3) The reactants are [CH3:1][Zn]C.[CH3:4][O:5][C:6]1[C:26]([O:27][CH3:28])=[C:25]([O:29][CH3:30])[CH:24]=[C:23]([CH3:31])[C:7]=1[C:8]([C:10]1[C:11]([O:21][CH3:22])=[N:12][CH:13]=[C:14](Br)[C:15]=1[C:16]([F:19])([F:18])[F:17])=[O:9].O. The catalyst is O1CCCC1.C1C=CC([P]([Pd]([P](C2C=CC=CC=2)(C2C=CC=CC=2)C2C=CC=CC=2)([P](C2C=CC=CC=2)(C2C=CC=CC=2)C2C=CC=CC=2)[P](C2C=CC=CC=2)(C2C=CC=CC=2)C2C=CC=CC=2)(C2C=CC=CC=2)C2C=CC=CC=2)=CC=1. The product is [CH3:4][O:5][C:6]1[C:26]([O:27][CH3:28])=[C:25]([O:29][CH3:30])[CH:24]=[C:23]([CH3:31])[C:7]=1[C:8]([C:10]1[C:11]([O:21][CH3:22])=[N:12][CH:13]=[C:14]([CH3:1])[C:15]=1[C:16]([F:19])([F:18])[F:17])=[O:9]. The yield is 0.960. (4) The product is [C:1]([O:5][C:6]([N:8]1[CH:13]2[CH2:14][CH2:15][CH:9]1[CH2:10][C:11](=[CH:16][CH2:17][OH:18])[CH2:12]2)=[O:7])([CH3:4])([CH3:3])[CH3:2]. The catalyst is C1COCC1.C(Cl)Cl. The yield is 0.820. The reactants are [C:1]([O:5][C:6]([N:8]1[CH:13]2[CH2:14][CH2:15][CH:9]1[CH2:10][C:11](=[CH:16][C:17](OCC)=[O:18])[CH2:12]2)=[O:7])([CH3:4])([CH3:3])[CH3:2].CC(C[AlH]CC(C)C)C.C(O)(C)C.O. (5) The reactants are [NH2:1][C:2]1[S:3][C:4]2[C:9]([NH:10][C@H:11]([CH2:14][CH2:15][CH3:16])[CH2:12][OH:13])=[N:8][C:7]([S:17]CC3C=CC=CC=3)=[N:6][C:5]=2[N:25]=1.[Na]. The catalyst is N. The product is [NH2:1][C:2]1[S:3][C:4]2[C:9]([NH:10][C@H:11]([CH2:14][CH2:15][CH3:16])[CH2:12][OH:13])=[N:8][C:7]([SH:17])=[N:6][C:5]=2[N:25]=1. The yield is 0.800.